Dataset: NCI-60 drug combinations with 297,098 pairs across 59 cell lines. Task: Regression. Given two drug SMILES strings and cell line genomic features, predict the synergy score measuring deviation from expected non-interaction effect. Drug 1: COC1=C(C=C2C(=C1)N=CN=C2NC3=CC(=C(C=C3)F)Cl)OCCCN4CCOCC4. Drug 2: CC1=C(C=C(C=C1)NC(=O)C2=CC=C(C=C2)CN3CCN(CC3)C)NC4=NC=CC(=N4)C5=CN=CC=C5. Cell line: TK-10. Synergy scores: CSS=27.5, Synergy_ZIP=2.35, Synergy_Bliss=1.37, Synergy_Loewe=-12.9, Synergy_HSA=-1.50.